Dataset: Catalyst prediction with 721,799 reactions and 888 catalyst types from USPTO. Task: Predict which catalyst facilitates the given reaction. (1) Reactant: [NH:1]1[C:9]2[C:4](=[CH:5][CH:6]=[CH:7][CH:8]=2)[C:3](/[CH:10]=[C:11]2\[O:12][C:13]3[C:20](/[CH:21]=[CH:22]\[CH:23]4[CH2:28][CH2:27][N:26](C(OC(C)(C)C)=O)[CH2:25][CH2:24]4)=[C:19]([O:36][CH3:37])[CH:18]=[CH:17][C:14]=3[C:15]\2=[O:16])=[N:2]1.Cl. Product: [NH:1]1[C:9]2[C:4](=[CH:5][CH:6]=[CH:7][CH:8]=2)[C:3]([CH:10]=[C:11]2[C:15](=[O:16])[C:14]3[CH:17]=[CH:18][C:19]([O:36][CH3:37])=[C:20](/[CH:21]=[CH:22]\[CH:23]4[CH2:24][CH2:25][NH:26][CH2:27][CH2:28]4)[C:13]=3[O:12]2)=[N:2]1. The catalyst class is: 135. (2) Reactant: [O:1]1[CH2:3][C@H:2]1[CH2:4][O:5][C:6]1[C:18]2[C:17]3[C:12](=[CH:13][CH:14]=[CH:15][CH:16]=3)[NH:11][C:10]=2[CH:9]=[CH:8][CH:7]=1.[NH2:19][CH2:20][CH2:21][C:22]1[CH:27]=[CH:26][C:25]([NH:28][S:29]([C:32]2[CH:37]=[CH:36][CH:35]=[CH:34][CH:33]=2)(=[O:31])=[O:30])=[CH:24][CH:23]=1.[CH2:38](O)C. Product: [OH:1][C@@H:2]([CH2:3][NH:19][CH2:20][CH:21]([C:22]1[CH:23]=[CH:24][C:25]([NH:28][S:29]([C:32]2[CH:33]=[CH:34][CH:35]=[CH:36][CH:37]=2)(=[O:31])=[O:30])=[CH:26][CH:27]=1)[CH3:38])[CH2:4][O:5][C:6]1[C:18]2[C:17]3[C:12](=[CH:13][CH:14]=[CH:15][CH:16]=3)[NH:11][C:10]=2[CH:9]=[CH:8][CH:7]=1. The catalyst class is: 15. (3) Product: [NH2:13][C:12]1[C:3]([O:2][CH3:1])=[C:4]2[C:9](=[CH:10][C:11]=1[C:16]([OH:18])=[O:17])[N:8]=[C:7]([C:19]([F:20])([F:21])[F:22])[CH:6]=[CH:5]2. Reactant: [CH3:1][O:2][C:3]1[C:12]([N+:13]([O-])=O)=[C:11]([C:16]([OH:18])=[O:17])[CH:10]=[C:9]2[C:4]=1[CH:5]=[CH:6][C:7]([C:19]([F:22])([F:21])[F:20])=[N:8]2. The catalyst class is: 171. (4) Reactant: [CH:1]1[N:5]2[C@H:6]3[C@H:11]([NH:12][C:13]4([CH2:18][CH2:17][N:16](C(OC(C)(C)C)=O)[CH2:15][CH2:14]4)[C:4]2=[CH:3][CH:2]=1)[CH2:10][CH2:9][CH2:8][CH2:7]3.O1CCOCC1. Product: [CH:1]1[N:5]2[C@H:6]3[C@H:11]([NH:12][C:13]4([CH2:14][CH2:15][NH:16][CH2:17][CH2:18]4)[C:4]2=[CH:3][CH:2]=1)[CH2:10][CH2:9][CH2:8][CH2:7]3. The catalyst class is: 33. (5) Reactant: C([O:3][C:4]([C:6]1[CH:7]=[C:8]2[C:13](=[CH:14][CH:15]=1)[NH:12][CH:11]([C:16]1[CH:21]=[C:20]([N:22]3[CH2:27][CH2:26][O:25][CH2:24][CH2:23]3)[CH:19]=[C:18]([CH3:28])[CH:17]=1)[C:10]([CH3:30])([CH3:29])[CH2:9]2)=[O:5])C.O.[OH-].[Li+].O.Cl. Product: [CH3:29][C:10]1([CH3:30])[CH2:9][C:8]2[C:13](=[CH:14][CH:15]=[C:6]([C:4]([OH:5])=[O:3])[CH:7]=2)[NH:12][CH:11]1[C:16]1[CH:21]=[C:20]([N:22]2[CH2:27][CH2:26][O:25][CH2:24][CH2:23]2)[CH:19]=[C:18]([CH3:28])[CH:17]=1. The catalyst class is: 111. (6) Product: [CH3:7][C:5]1[S:4][C:3]([C:8]2[CH:9]=[CH:10][N:25]=[C:23]([NH:22][C:19]3[CH:20]=[CH:21][C:16]([CH3:15])=[C:17]([S:26]([N:29]4[CH2:30][CH2:31][O:32][CH2:33][CH2:34]4)(=[O:27])=[O:28])[CH:18]=3)[N:24]=2)=[C:2]([CH3:1])[N:6]=1. The catalyst class is: 23. Reactant: [CH3:1][C:2]1[N:6]=[C:5]([CH3:7])[S:4][C:3]=1/[CH:8]=[CH:9]/[C:10](N(C)C)=O.[CH3:15][C:16]1[CH:21]=[CH:20][C:19]([NH:22][C:23]([NH2:25])=[NH:24])=[CH:18][C:17]=1[S:26]([N:29]1[CH2:34][CH2:33][O:32][CH2:31][CH2:30]1)(=[O:28])=[O:27].